Dataset: Reaction yield outcomes from USPTO patents with 853,638 reactions. Task: Predict the reaction yield, written as a fraction of the theoretical maximum amount of product (1.0 means a 100% yield; for example, 0.34 means a 34% yield). (1) The reactants are [H-].[Al+3].[Li+].[H-].[H-].[H-].[CH2:7]([N:10]1[C:15](=O)[CH:14]2[CH:12]([C:13]2([C:19]2[CH:24]=[CH:23][CH:22]=[C:21]([NH2:25])[CH:20]=2)[CH2:17][CH3:18])[C:11]1=O)[CH:8]=[CH2:9].O. The catalyst is O1CCCC1. The product is [CH2:7]([N:10]1[CH2:15][CH:14]2[CH:12]([C:13]2([C:19]2[CH:20]=[C:21]([CH:22]=[CH:23][CH:24]=2)[NH2:25])[CH2:17][CH3:18])[CH2:11]1)[CH:8]=[CH2:9]. The yield is 0.960. (2) The reactants are [CH3:1][O:2][C:3]1[CH:4]=[C:5]([CH:11]=[CH:12][C:13]=1OS(C(F)(F)F)(=O)=O)[C:6]([O:8][CH2:9][CH3:10])=[O:7].[C:22]([C:24]1[CH:29]=[CH:28][CH:27]=[CH:26][C:25]=1B(O)O)#[N:23].C(=O)([O-])[O-].[Cs+].[Cs+].C(OCC)(=O)C. The catalyst is O1CCCC1.C1C=CC(P(C2C=CC=CC=2)[C-]2C=CC=C2)=CC=1.C1C=CC(P(C2C=CC=CC=2)[C-]2C=CC=C2)=CC=1.Cl[Pd]Cl.[Fe+2].O. The product is [C:22]([C:24]1[CH:29]=[CH:28][CH:27]=[CH:26][C:25]=1[C:13]1[CH:12]=[CH:11][C:5]([C:6]([O:8][CH2:9][CH3:10])=[O:7])=[CH:4][C:3]=1[O:2][CH3:1])#[N:23]. The yield is 0.0500. (3) The reactants are [S:1]1[C:5]([CH2:6][O:7][C:8]([NH:10][C@H:11]([CH2:33][C:34]2[CH:39]=[CH:38][CH:37]=[CH:36][CH:35]=2)[CH2:12][NH:13][CH2:14][C@@H:15]([NH:23][C:24]([O:26][CH2:27][C:28]2[S:32][CH:31]=[N:30][CH:29]=2)=[O:25])[CH2:16][C:17]2[CH:22]=[CH:21][CH:20]=[CH:19][CH:18]=2)=[O:9])=[CH:4][N:3]=[CH:2]1.C(N(CC)CC)C.[C:47](Cl)(=[O:54])[C:48]1[CH:53]=[CH:52][CH:51]=[CH:50][CH:49]=1.C(OCC)(=O)C. The catalyst is ClCCCl. The product is [C:47]([N:13]([CH2:14][C@H:15]([NH:23][C:24]([O:26][CH2:27][C:28]1[S:32][CH:31]=[N:30][CH:29]=1)=[O:25])[CH2:16][C:17]1[CH:18]=[CH:19][CH:20]=[CH:21][CH:22]=1)[CH2:12][C@@H:11]([NH:10][C:8]([O:7][CH2:6][C:5]1[S:1][CH:2]=[N:3][CH:4]=1)=[O:9])[CH2:33][C:34]1[CH:39]=[CH:38][CH:37]=[CH:36][CH:35]=1)(=[O:54])[C:48]1[CH:53]=[CH:52][CH:51]=[CH:50][CH:49]=1. The yield is 0.480. (4) The reactants are [CH3:1][N:2]([CH2:4][C:5]1[C:13]2[C:8](=[N:9][CH:10]=[C:11]([C:14]#[N:15])[CH:12]=2)[NH:7][CH:6]=1)[CH3:3].[C:16]([O:20][C:21](O[C:21]([O:20][C:16]([CH3:19])([CH3:18])[CH3:17])=[O:22])=[O:22])([CH3:19])([CH3:18])[CH3:17].C(N(CC)CC)C. The catalyst is O1CCCC1.CN(C)C1C=CN=CC=1. The product is [C:16]([O:20][C:21]([N:7]1[C:8]2=[N:9][CH:10]=[C:11]([C:14]#[N:15])[CH:12]=[C:13]2[C:5]([CH2:4][N:2]([CH3:1])[CH3:3])=[CH:6]1)=[O:22])([CH3:19])([CH3:18])[CH3:17]. The yield is 0.830. (5) The reactants are [H-].[H-].[H-].[H-].[Li+].[Al+3].[CH3:7][C@@H:8]1[CH2:13][CH2:12][C@H:11]([O:14][C:15]2[C:16]([C:29]([F:32])([F:31])[F:30])=[C:17]3[C:22](=[CH:23][CH:24]=2)[C:21]([C:25](OC)=[O:26])=[CH:20][CH:19]=[CH:18]3)[CH2:10][CH2:9]1. The catalyst is C1COCC1. The product is [CH3:7][C@@H:8]1[CH2:9][CH2:10][C@H:11]([O:14][C:15]2[C:16]([C:29]([F:30])([F:31])[F:32])=[C:17]3[C:22](=[CH:23][CH:24]=2)[C:21]([CH2:25][OH:26])=[CH:20][CH:19]=[CH:18]3)[CH2:12][CH2:13]1. The yield is 0.810.